From a dataset of HIV replication inhibition screening data with 41,000+ compounds from the AIDS Antiviral Screen. Binary Classification. Given a drug SMILES string, predict its activity (active/inactive) in a high-throughput screening assay against a specified biological target. (1) The molecule is CN1c2c(C(=O)NCCCN3CCOCC3)nn(-c3cccc(C(F)(F)F)c3)c2-c2ccccc2S1(=O)=O. The result is 0 (inactive). (2) The drug is N#CCC(O)COc1ccccc1. The result is 0 (inactive).